From a dataset of Forward reaction prediction with 1.9M reactions from USPTO patents (1976-2016). Predict the product of the given reaction. (1) Given the reactants [C:1]([C:3]1[CH:8]=[CH:7][CH:6]=[CH:5][C:4]=1[C:9]1[CH:14]=[C:13]([O:15]C)[C:12]([C:17]2[CH:22]=[CH:21][CH:20]=[CH:19][C:18]=2[C:23]#[CH:24])=[CH:11][C:10]=1[O:25]C)#[CH:2].C1COCC1, predict the reaction product. The product is: [C:23]([C:18]1[CH:19]=[CH:20][CH:21]=[CH:22][C:17]=1[C:12]1[C:13](=[O:15])[CH:14]=[C:9]([C:4]2[CH:5]=[CH:6][CH:7]=[CH:8][C:3]=2[C:1]#[CH:2])[C:10](=[O:25])[CH:11]=1)#[CH:24]. (2) The product is: [CH:6]([C:5]1[CH:8]=[CH:9][C:2]([O:19][C:20]2[CH:21]=[C:22]([CH:25]=[CH:26][CH:27]=2)[C:23]#[N:24])=[CH:3][CH:4]=1)=[O:7]. Given the reactants F[C:2]1[CH:9]=[CH:8][C:5]([CH:6]=[O:7])=[CH:4][CH:3]=1.OC1C=C(C=CC=1)CO.[OH:19][C:20]1[CH:21]=[C:22]([CH:25]=[CH:26][CH:27]=1)[C:23]#[N:24].C1C(C#N)=CN=C(Cl)C=1, predict the reaction product. (3) Given the reactants Br[C:2]1[N:3]=[C:4]2[C:10]([C:11]([NH:13][C:14]([CH3:17])([CH3:16])[CH3:15])=[O:12])=[CH:9][N:8]([CH2:18][O:19][CH2:20][CH2:21][Si:22]([CH3:25])([CH3:24])[CH3:23])[C:5]2=[N:6][CH:7]=1.[CH3:26][C:27]1[N:32]=[CH:31][C:30]([NH2:33])=[CH:29][N:28]=1.C1C=CC(P(C2C(C3C(P(C4C=CC=CC=4)C4C=CC=CC=4)=CC=C4C=3C=CC=C4)=C3C(C=CC=C3)=CC=2)C2C=CC=CC=2)=CC=1.CC(C)([O-])C.[Na+], predict the reaction product. The product is: [C:14]([NH:13][C:11]([C:10]1[C:4]2[C:5](=[N:6][CH:7]=[C:2]([NH:33][C:30]3[CH:29]=[N:28][C:27]([CH3:26])=[N:32][CH:31]=3)[N:3]=2)[N:8]([CH2:18][O:19][CH2:20][CH2:21][Si:22]([CH3:25])([CH3:24])[CH3:23])[CH:9]=1)=[O:12])([CH3:17])([CH3:16])[CH3:15].